Task: Predict the product of the given reaction.. Dataset: Forward reaction prediction with 1.9M reactions from USPTO patents (1976-2016) (1) Given the reactants [C:1]1([CH2:17][CH2:18][CH2:19][CH2:20][OH:21])[C:14]2[C:15]3=[C:16]4[C:11](=[CH:12][CH:13]=2)[CH:10]=[CH:9][CH:8]=[C:7]4[CH:6]=[CH:5][C:4]3=[CH:3][CH:2]=1.[Cr](Cl)([O-])(=O)=O.[NH+]1C=CC=CC=1, predict the reaction product. The product is: [C:1]1([CH2:17][CH2:18][CH2:19][CH:20]=[O:21])[C:14]2[C:15]3=[C:16]4[C:11](=[CH:12][CH:13]=2)[CH:10]=[CH:9][CH:8]=[C:7]4[CH:6]=[CH:5][C:4]3=[CH:3][CH:2]=1. (2) The product is: [CH2:1]([O:3][C:4]([C:6]1[N:7]=[C:8]([S:12][CH:14]([CH3:20])[CH:15]([O:18][CH3:19])[O:16][CH3:17])[NH:9][C:10]=1[CH3:11])=[O:5])[CH3:2]. Given the reactants [CH2:1]([O:3][C:4]([C:6]1[NH:7][C:8](=[S:12])[NH:9][C:10]=1[CH3:11])=[O:5])[CH3:2].Br[CH:14]([CH3:20])[CH:15]([O:18][CH3:19])[O:16][CH3:17], predict the reaction product. (3) Given the reactants [F:1][C:2]1[C:8](F)=[CH:7][C:5]([NH2:6])=[C:4]([N+:10]([O-:12])=[O:11])[CH:3]=1.[F:13][C:14]1[CH:21]=[CH:20][C:17]([CH2:18][NH2:19])=[CH:16][CH:15]=1.CCN(CC)CC, predict the reaction product. The product is: [F:1][C:2]1[C:8]([NH:19][CH2:18][C:17]2[CH:20]=[CH:21][C:14]([F:13])=[CH:15][CH:16]=2)=[CH:7][C:5]([NH2:6])=[C:4]([N+:10]([O-:12])=[O:11])[CH:3]=1. (4) Given the reactants Cl[CH2:2][C:3]1[O:7][C:6]([C:8]2[CH:13]=[CH:12][C:11]([O:14][CH3:15])=[CH:10][CH:9]=2)=[N:5][C:4]=1[CH2:16][O:17][CH:18]1[CH2:23][CH2:22][CH2:21][CH2:20][O:19]1.[Cl:24][C:25]1[CH:32]=[C:31]([OH:33])[CH:30]=[CH:29][C:26]=1[C:27]#[N:28].C(=O)([O-])[O-].[Cs+].[Cs+], predict the reaction product. The product is: [Cl:24][C:25]1[CH:32]=[C:31]([O:33][CH2:2][C:3]2[O:7][C:6]([C:8]3[CH:13]=[CH:12][C:11]([O:14][CH3:15])=[CH:10][CH:9]=3)=[N:5][C:4]=2[CH2:16][O:17][CH:18]2[CH2:23][CH2:22][CH2:21][CH2:20][O:19]2)[CH:30]=[CH:29][C:26]=1[C:27]#[N:28]. (5) Given the reactants [CH3:1][C:2]([CH3:32])([CH3:31])[C:3]([NH:5][CH2:6][C:7]1[CH:12]=[CH:11][C:10]([NH:13][C:14]([N:16]2[C@H:20]([C@H:21]([C:23]3[CH:28]=[CH:27][C:26]([Cl:29])=[C:25]([Cl:30])[CH:24]=3)[OH:22])[CH2:19][S:18][CH2:17]2)=[O:15])=[CH:9][CH:8]=1)=[O:4].I([O-])(=O)(=O)=[O:34].[Na+], predict the reaction product. The product is: [CH3:1][C:2]([CH3:32])([CH3:31])[C:3]([NH:5][CH2:6][C:7]1[CH:8]=[CH:9][C:10]([NH:13][C:14]([N:16]2[C@H:20]([C@H:21]([C:23]3[CH:28]=[CH:27][C:26]([Cl:29])=[C:25]([Cl:30])[CH:24]=3)[OH:22])[CH2:19][S:18](=[O:34])[CH2:17]2)=[O:15])=[CH:11][CH:12]=1)=[O:4]. (6) Given the reactants [F:1][C:2]1[CH:7]=[CH:6][CH:5]=[CH:4][C:3]=1[N:8]1[C:12]([C:13]2[CH:18]=[CH:17][N:16]=[CH:15][CH:14]=2)=[C:11]([C:19](OCC)=[O:20])[N:10]=[N:9]1.[NH2:24][C:25](=[N:35]O)[C:26]1[CH:34]=[CH:33][C:29]([C:30]([NH2:32])=[O:31])=[CH:28][CH:27]=1, predict the reaction product. The product is: [F:1][C:2]1[CH:7]=[CH:6][CH:5]=[CH:4][C:3]=1[N:8]1[C:12]([C:13]2[CH:14]=[CH:15][N:16]=[CH:17][CH:18]=2)=[C:11]([C:19]2[O:20][N:35]=[C:25]([C:26]3[CH:34]=[CH:33][C:29]([C:30]([NH2:32])=[O:31])=[CH:28][CH:27]=3)[N:24]=2)[N:10]=[N:9]1. (7) Given the reactants CC1C=CC(S(O[CH2:12][CH2:13][CH2:14][CH2:15][C:16]2[C:24]3[C:19](=[CH:20][CH:21]=[C:22]([F:25])[CH:23]=3)[NH:18][CH:17]=2)(=O)=O)=CC=1.[CH3:26][C:27]1[N:28]=[C:29]([N:37]2[CH2:42][CH2:41][NH:40][CH2:39][CH2:38]2)[S:30][C:31]=1[C:32]([O:34][CH2:35][CH3:36])=[O:33].C(=O)([O-])[O-].[K+].[K+].[I-].[K+], predict the reaction product. The product is: [F:25][C:22]1[CH:23]=[C:24]2[C:19](=[CH:20][CH:21]=1)[NH:18][CH:17]=[C:16]2[CH2:15][CH2:14][CH2:13][CH2:12][N:40]1[CH2:41][CH2:42][N:37]([C:29]2[S:30][C:31]([C:32]([O:34][CH2:35][CH3:36])=[O:33])=[C:27]([CH3:26])[N:28]=2)[CH2:38][CH2:39]1. (8) Given the reactants [CH2:1]([O:8][C@@H:9]1[C@@H:17]([CH:18]=[O:19])[O:16][C@H:15]2[C@H:11]([N:12]=[C:13]([N:20]([CH3:22])[CH3:21])[S:14]2)[CH2:10]1)[C:2]1[CH:7]=[CH:6][CH:5]=[CH:4][CH:3]=1.[Si]([C:27]([F:30])([F:29])[F:28])(C)(C)C.CCCC[N+](CCCC)(CCCC)CCCC.[F-], predict the reaction product. The product is: [CH2:1]([O:8][C@@H:9]1[C@@H:17]([CH:18]([OH:19])[C:27]([F:30])([F:29])[F:28])[O:16][C@H:15]2[C@H:11]([N:12]=[C:13]([N:20]([CH3:22])[CH3:21])[S:14]2)[CH2:10]1)[C:2]1[CH:7]=[CH:6][CH:5]=[CH:4][CH:3]=1. (9) Given the reactants [CH3:1][O:2][CH2:3][CH2:4][N:5]1[CH2:11][CH2:10][C:9]2[CH:12]=[C:13]([NH2:16])[CH:14]=[CH:15][C:8]=2[CH2:7][CH2:6]1.[CH2:17]([O:19][C:20](=[O:36])[C:21]1[CH:26]=[CH:25][CH:24]=[CH:23][C:22]=1[NH:27][C:28]1[C:33]([Cl:34])=[CH:32][N:31]=[C:30](Cl)[N:29]=1)[CH3:18].C(O)C.C12(CS(O)(=O)=O)C(C)(C)C(CC1)CC2=O, predict the reaction product. The product is: [CH2:17]([O:19][C:20](=[O:36])[C:21]1[CH:26]=[CH:25][CH:24]=[CH:23][C:22]=1[NH:27][C:28]1[C:33]([Cl:34])=[CH:32][N:31]=[C:30]([NH:16][C:13]2[CH:14]=[CH:15][C:8]3[CH2:7][CH2:6][N:5]([CH2:4][CH2:3][O:2][CH3:1])[CH2:11][CH2:10][C:9]=3[CH:12]=2)[N:29]=1)[CH3:18].